This data is from Full USPTO retrosynthesis dataset with 1.9M reactions from patents (1976-2016). The task is: Predict the reactants needed to synthesize the given product. (1) Given the product [N:1]1([C:7]2[S:8]/[C:9](=[CH:13]/[C:14]3[CH:30]=[CH:29][C:28]([F:31])=[CH:27][C:15]=3[O:16][C:17]([NH:19][CH2:20][CH2:21][CH2:22][C:23]([OH:25])=[O:24])=[O:18])/[C:10](=[O:12])[N:11]=2)[CH2:6][CH2:5][CH2:4][CH2:3][NH:2]1, predict the reactants needed to synthesize it. The reactants are: [N:1]1([C:7]2[S:8]/[C:9](=[CH:13]\[C:14]3[CH:30]=[CH:29][C:28]([F:31])=[CH:27][C:15]=3[O:16][C:17]([NH:19][CH2:20][CH2:21][CH2:22][C:23]([O:25]C)=[O:24])=[O:18])/[C:10](=[O:12])[N:11]=2)[CH2:6][CH2:5][CH2:4][CH2:3][NH:2]1.FC(F)(F)C(O)=O.C(OCC)C. (2) Given the product [C:1]([O:7][CH2:8][CH2:9][C@@H:10]1[O:41][C@@H:14]2[C:15](=[O:40])[C@@H:16]3[O:21][C@H:20]([CH2:22][CH:23]4[CH2:27][O:26][C:25]([CH3:28])([CH3:29])[O:24]4)[C@H:19]([O:30][Si:31]([CH:37]([CH3:39])[CH3:38])([CH:34]([CH3:35])[CH3:36])[O:32][CH3:33])[C@@H:17]3[O:18][C@H:13]2[CH2:12][CH2:11]1)(=[O:6])[C:2]([CH3:3])([CH3:4])[CH3:5], predict the reactants needed to synthesize it. The reactants are: [C:1]([O:7][CH2:8][CH2:9][C@@H:10]1[O:41][C@@H:14]2[C@@H:15]([OH:40])[C@@H:16]3[O:21][C@H:20]([CH2:22][CH:23]4[CH2:27][O:26][C:25]([CH3:29])([CH3:28])[O:24]4)[C@H:19]([O:30][Si:31]([CH:37]([CH3:39])[CH3:38])([CH:34]([CH3:36])[CH3:35])[O:32][CH3:33])[C@@H:17]3[O:18][C@H:13]2[CH2:12][CH2:11]1)(=[O:6])[C:2]([CH3:5])([CH3:4])[CH3:3].C(=O)(O)[O-].[Na+].CC(OI1(OC(C)=O)(OC(C)=O)OC(=O)C2C=CC=CC1=2)=O.CC(OC)(C)C.O.S([O-])([O-])(=O)=S.[Na+].[Na+]. (3) Given the product [CH3:2][O:3]/[CH:4]=[CH:30]/[C:32]1[CH:41]=[CH:40][C:35]([C:36]([O:38][CH3:39])=[O:37])=[CH:34][CH:33]=1, predict the reactants needed to synthesize it. The reactants are: [Cl-].[CH3:2][O:3][CH2:4][P+](C1C=CC=CC=1)(C1C=CC=CC=1)C1C=CC=CC=1.CC([O-])(C)C.[K+].[CH:30]([C:32]1[CH:41]=[CH:40][C:35]([C:36]([O:38][CH3:39])=[O:37])=[CH:34][CH:33]=1)=O. (4) Given the product [NH2:23][C:21]1[CH:20]=[CH:19][C:3]([CH2:4][N:5]2[C:9]3=[N:10][C:11]([C:14]([O:16][CH3:17])=[O:15])=[CH:12][CH:13]=[C:8]3[N:7]=[C:6]2[CH3:18])=[C:2]([Cl:1])[CH:22]=1, predict the reactants needed to synthesize it. The reactants are: [Cl:1][C:2]1[CH:22]=[C:21]([N+:23]([O-])=O)[CH:20]=[CH:19][C:3]=1[CH2:4][N:5]1[C:9]2=[N:10][C:11]([C:14]([O:16][CH3:17])=[O:15])=[CH:12][CH:13]=[C:8]2[N:7]=[C:6]1[CH3:18].C(O)(=O)C.